From a dataset of Catalyst prediction with 721,799 reactions and 888 catalyst types from USPTO. Predict which catalyst facilitates the given reaction. (1) Reactant: B.CSC.[C:5]([O:9][C:10]([N:12]1[CH2:18][CH2:17][C:16]2[C:19]([C:24]#[N:25])=[C:20]([Cl:23])[CH:21]=[CH:22][C:15]=2[CH2:14][CH2:13]1)=[O:11])([CH3:8])([CH3:7])[CH3:6]. Product: [NH2:25][CH2:24][C:19]1[C:16]2[CH2:17][CH2:18][N:12]([C:10]([O:9][C:5]([CH3:7])([CH3:6])[CH3:8])=[O:11])[CH2:13][CH2:14][C:15]=2[CH:22]=[CH:21][C:20]=1[Cl:23]. The catalyst class is: 1. (2) Reactant: [Al+3].[Cl-].[Cl-].[Cl-].[CH3:5][CH:6]([CH3:16])[CH2:7][O:8][C:9]1[CH:14]=[CH:13][C:12]([Cl:15])=[CH:11][CH:10]=1.Cl[C:18](=[O:23])[C:19]([O:21][CH3:22])=[O:20]. Product: [Cl:15][C:12]1[CH:11]=[CH:10][C:9]([O:8][CH2:7][CH:6]([CH3:16])[CH3:5])=[C:14]([C:18](=[O:23])[C:19]([O:21][CH3:22])=[O:20])[CH:13]=1. The catalyst class is: 2. (3) Reactant: Br[C:2]1[CH:7]=[CH:6][CH:5]=[CH:4][N:3]=1.C([Li])CCC.[NH2:13][C:14]1[CH:22]=[CH:21][C:20]([Cl:23])=[CH:19][C:15]=1[C:16](O)=[O:17].Cl[Si](C)(C)C.Cl. Product: [NH2:13][C:14]1[CH:22]=[CH:21][C:20]([Cl:23])=[CH:19][C:15]=1[C:16]([C:2]1[CH:7]=[CH:6][CH:5]=[CH:4][N:3]=1)=[O:17]. The catalyst class is: 332. (4) Reactant: [C@H:1]1([N:10]([CH2:18]/[CH:19]=[CH:20]/[C:21]2[CH:22]=[C:23]3[CH2:38][C@@:28]4([C:36]5[C:31](=[N:32][CH:33]=[CH:34][CH:35]=5)[NH:30][C:29]4=[O:37])[CH2:27][C:24]3=[N:25][CH:26]=2)[C:11](=[O:17])[C:12]([CH3:16])([CH3:15])[CH2:13][I:14])[C:9]2[C:4](=[CH:5][CH:6]=[CH:7][CH:8]=2)[CH2:3][CH2:2]1.[CH3:39][C:40]([O:43][C:44](O[C:44]([O:43][C:40]([CH3:42])([CH3:41])[CH3:39])=[O:45])=[O:45])([CH3:42])[CH3:41].C(N(CC)CC)C. Product: [C@H:1]1([N:10]([C:11](=[O:17])[C:12]([CH3:16])([CH3:15])[CH2:13][I:14])[CH2:18]/[CH:19]=[CH:20]/[C:21]2[CH:22]=[C:23]3[CH2:38][C@@:28]4([C:36]5[C:31](=[N:32][CH:33]=[CH:34][CH:35]=5)[N:30]([C:44]([O:43][C:40]([CH3:42])([CH3:41])[CH3:39])=[O:45])[C:29]4=[O:37])[CH2:27][C:24]3=[N:25][CH:26]=2)[C:9]2[C:4](=[CH:5][CH:6]=[CH:7][CH:8]=2)[CH2:3][CH2:2]1. The catalyst class is: 64. (5) Reactant: [NH2:1][C:2]1[CH:3]=[N:4][N:5]([CH3:25])[C:6]=1[C:7]1[CH:8]=[C:9]([C@@H:13]([NH:17][C:18](=[O:24])[O:19][C:20]([CH3:23])([CH3:22])[CH3:21])[CH2:14][CH:15]=[CH2:16])[CH:10]=[CH:11][CH:12]=1.[CH3:26][C@H:27]([CH:31]=[CH2:32])[C:28](O)=[O:29].CCN(C(C)C)C(C)C.C(P1(=O)OP(CCC)(=O)OP(CCC)(=O)O1)CC. Product: [CH3:25][N:5]1[C:6]([C:7]2[CH:8]=[C:9]([C@@H:13]([NH:17][C:18](=[O:24])[O:19][C:20]([CH3:21])([CH3:23])[CH3:22])[CH2:14][CH:15]=[CH2:16])[CH:10]=[CH:11][CH:12]=2)=[C:2]([NH:1][C:28](=[O:29])[C@H:27]([CH3:26])[CH:31]=[CH2:32])[CH:3]=[N:4]1. The catalyst class is: 25. (6) Reactant: [N:1]1([CH2:6][C:7]2[CH:12]=[CH:11][C:10]([C:13]3[CH:18]=[C:17]([CH2:19][CH:20]([CH3:22])[CH3:21])[CH:16]=[CH:15][C:14]=3[S:23]([NH2:26])(=[O:25])=[O:24])=[CH:9][CH:8]=2)[CH:5]=[CH:4][N:3]=[CH:2]1.N1(C2C=CC=CN=2)CCCC1.Cl[C:39]([O:41][CH2:42][CH2:43][CH2:44][CH3:45])=[O:40].N1(CC2C=CC(C3C=C(CC(C)C)C=CC=3S(NC(C)(C)C)(=O)=O)=CC=2)C=CN=C1. Product: [CH2:42]([O:41][C:39]([NH:26][S:23]([C:14]1[CH:15]=[CH:16][C:17]([CH2:19][CH:20]([CH3:22])[CH3:21])=[CH:18][C:13]=1[C:10]1[CH:9]=[CH:8][C:7]([CH2:6][N:1]2[CH:5]=[CH:4][N:3]=[CH:2]2)=[CH:12][CH:11]=1)(=[O:24])=[O:25])=[O:40])[CH2:43][CH2:44][CH3:45]. The catalyst class is: 17. (7) Reactant: [NH2:1][C:2]1[N:3]=[CH:4][C:5]([N:8]2[CH2:13][CH2:12][N:11]([C:14]([O:16][C:17]([CH3:20])([CH3:19])[CH3:18])=[O:15])[CH2:10][CH2:9]2)=[N:6][CH:7]=1.ClC1C=C(Cl)C=C(Cl)C=1[C:30](C1C(Cl)=CC(Cl)=CC=1Cl)([C:34]([O-])=[O:35])[C:31]([O-])=[O:32]. Product: [OH:35][C:34]1[N:1]=[C:2]2[CH:7]=[N:6][C:5]([N:8]3[CH2:9][CH2:10][N:11]([C:14]([O:16][C:17]([CH3:20])([CH3:19])[CH3:18])=[O:15])[CH2:12][CH2:13]3)=[CH:4][N:3]2[C:31](=[O:32])[CH:30]=1. The catalyst class is: 1. (8) Reactant: C([O:3][C:4]([C:6]1[C:7]2[CH2:13][N:12]([C:14](=[O:26])[NH:15][C:16]3[C:21]([CH2:22][CH3:23])=[CH:20][CH:19]=[CH:18][C:17]=3[CH2:24][CH3:25])[CH2:11][C:8]=2[NH:9][N:10]=1)=[O:5])C.[OH-].[Na+].Cl. Product: [CH2:22]([C:21]1[CH:20]=[CH:19][CH:18]=[C:17]([CH2:24][CH3:25])[C:16]=1[NH:15][C:14]([N:12]1[CH2:13][C:7]2[C:6]([C:4]([OH:5])=[O:3])=[N:10][NH:9][C:8]=2[CH2:11]1)=[O:26])[CH3:23]. The catalyst class is: 1. (9) Reactant: C([Li])CCC.C1C[O:9][CH2:8]C1.Br[C:12]1[S:13][C:14]([C:18]2[C:19]([CH3:33])=[N:20][N:21]3[C:26]([CH:27]([CH2:30][CH3:31])[CH2:28][CH3:29])=[CH:25][C:24]([CH3:32])=[N:23][C:22]=23)=[C:15]([Br:17])[N:16]=1.C(N1CCOCC1)=O. Product: [Br:17][C:15]1[N:16]=[C:12]([CH:8]=[O:9])[S:13][C:14]=1[C:18]1[C:19]([CH3:33])=[N:20][N:21]2[C:26]([CH:27]([CH2:30][CH3:31])[CH2:28][CH3:29])=[CH:25][C:24]([CH3:32])=[N:23][C:22]=12. The catalyst class is: 28.